From a dataset of Reaction yield outcomes from USPTO patents with 853,638 reactions. Predict the reaction yield, written as a fraction of the theoretical maximum amount of product (1.0 means a 100% yield; for example, 0.34 means a 34% yield). (1) The reactants are [NH2:1][C:2]1[CH:25]=[CH:24][C:5]([O:6][C:7]2[C:16]3[C:11](=[CH:12][C:13]([O:19][CH2:20]COC)=[C:14]([C:17]#[N:18])[CH:15]=3)[N:10]=[CH:9][CH:8]=2)=[CH:4][CH:3]=1.C1(C)C=CC=CC=1.[F:33][C:34]1[CH:39]=[CH:38][C:37]([N:40]=[C:41]=[O:42])=[CH:36][CH:35]=1. The catalyst is C(#N)C. The product is [C:17]([C:14]1[CH:15]=[C:16]2[C:11](=[CH:12][C:13]=1[O:19][CH3:20])[N:10]=[CH:9][CH:8]=[C:7]2[O:6][C:5]1[CH:24]=[CH:25][C:2]([NH:1][C:41]([NH:40][C:37]2[CH:38]=[CH:39][C:34]([F:33])=[CH:35][CH:36]=2)=[O:42])=[CH:3][CH:4]=1)#[N:18]. The yield is 0.680. (2) The reactants are [CH:1]1[C:6](/[CH:7]=[CH:8]/[C:9]([OH:11])=[O:10])=[CH:5][CH:4]=[C:3]([OH:12])[CH:2]=1.[F:13][C:14]1[CH:21]=[CH:20][C:17]([CH2:18]Br)=[CH:16][CH:15]=1. No catalyst specified. The product is [F:13][C:14]1[CH:21]=[CH:20][C:17]([CH2:18][O:12][C:3]2[CH:4]=[CH:5][C:6]([CH:7]=[CH:8][C:9]([OH:11])=[O:10])=[CH:1][CH:2]=2)=[CH:16][CH:15]=1. The yield is 0.560. (3) The product is [Cl:25][C:23]1[C:22]([CH:9]=[O:10])=[C:12]([Cl:3])[N:17]=[C:16]([S:18][CH3:19])[N:15]=1. The yield is 0.610. The reactants are P(Cl)(Cl)([Cl:3])=O.CN([CH:9]=[O:10])C.O[C:12]1[NH:17][C:16]([S:18][CH3:19])=[N:15]C(=O)C=1.Cl[CH:22]=[C:23]([Cl:25])Cl. No catalyst specified. (4) The reactants are [CH:1]([CH:4]1[C:9]2=[CH:10][C:11]3[CH:12]=[CH:13][C:14]([S:17][CH3:18])=[CH:15][C:16]=3[N:8]2[CH2:7][CH2:6][NH:5]1)([CH3:3])[CH3:2].CCN(C(C)C)C(C)C.Cl[C:29]1[N:34]=[C:33]([C:35]([F:38])([F:37])[F:36])[C:32]([C:39](=[O:41])[CH3:40])=[CH:31][N:30]=1. The catalyst is CC(O)C. The product is [CH:1]([CH:4]1[C:9]2=[CH:10][C:11]3[CH:12]=[CH:13][C:14]([S:17][CH3:18])=[CH:15][C:16]=3[N:8]2[CH2:7][CH2:6][N:5]1[C:29]1[N:34]=[C:33]([C:35]([F:36])([F:37])[F:38])[C:32]([C:39](=[O:41])[CH3:40])=[CH:31][N:30]=1)([CH3:3])[CH3:2]. The yield is 0.697. (5) The reactants are [CH3:1][O:2][C:3]1[CH:18]=[CH:17][C:6]([CH2:7][N:8]2[C@H:12]([C:13]([OH:15])=O)[CH2:11][S:10][C:9]2=[O:16])=[CH:5][CH:4]=1.C(OC(C)C)(=O)C.CN1CCOCC1.C(Cl)(=O)C(C)(C)C.[CH3:40][O:41][NH:42][CH3:43]. The catalyst is CCCCCCC. The product is [CH3:40][O:41][N:42]([CH3:43])[C:13]([C@@H:12]1[CH2:11][S:10][C:9](=[O:16])[N:8]1[CH2:7][C:6]1[CH:5]=[CH:4][C:3]([O:2][CH3:1])=[CH:18][CH:17]=1)=[O:15]. The yield is 0.700. (6) The reactants are Cl[C:2]1[C:11]2[C:6](=[CH:7][CH:8]=[CH:9][CH:10]=2)[N:5]=[CH:4][CH:3]=1.[CH:12]1([NH2:15])[CH2:14][CH2:13]1.[OH-].[Na+]. No catalyst specified. The product is [CH:12]1([NH:15][C:2]2[C:11]3[C:6](=[CH:7][CH:8]=[CH:9][CH:10]=3)[N:5]=[CH:4][CH:3]=2)[CH2:14][CH2:13]1. The yield is 0.420. (7) The reactants are I[CH2:2][C@@H:3]([CH3:17])[CH2:4][N:5]1[C:10]2[CH:11]=[C:12]([CH3:15])[CH:13]=[CH:14][C:9]=2[O:8][CH2:7][C:6]1=[O:16].[CH2:18]([CH:23]1[CH2:29][CH:28]2[NH:30][CH:25]([CH2:26][CH2:27]2)[CH2:24]1)[CH2:19][CH2:20][CH2:21][CH3:22]. The yield is 0.680. The catalyst is CCN(CC)CC. The product is [CH2:18]([CH:23]1[CH2:24][CH:25]2[N:30]([CH2:2][C@@H:3]([CH3:17])[CH2:4][N:5]3[C:10]4[CH:11]=[C:12]([CH3:15])[CH:13]=[CH:14][C:9]=4[O:8][CH2:7][C:6]3=[O:16])[CH:28]([CH2:27][CH2:26]2)[CH2:29]1)[CH2:19][CH2:20][CH2:21][CH3:22]. (8) The reactants are [CH3:1][C:2]1([CH3:33])[CH:7]2[CH2:8][CH:3]1[CH2:4][CH2:5][CH:6]2[CH2:9][CH2:10][N:11]1[CH2:32][CH2:31][C:14]2([N:18]([C:19]3[CH:24]=[CH:23][CH:22]=[CH:21][CH:20]=3)[CH2:17][N:16]([CH2:25][CH2:26][CH2:27][NH:28][CH3:29])[C:15]2=[O:30])[CH2:13][CH2:12]1.[C:34]([O:38][C:39]([N:41]1[CH2:48][CH2:47][C:44]2([O:46][CH2:45]2)[CH2:43][CH2:42]1)=[O:40])([CH3:37])([CH3:36])[CH3:35]. The catalyst is C(O)C. The product is [C:34]([O:38][C:39]([N:41]1[CH2:48][CH2:47][C:44]([CH2:45][N:28]([CH2:27][CH2:26][CH2:25][N:16]2[C:15](=[O:30])[C:14]3([CH2:13][CH2:12][N:11]([CH2:10][CH2:9][CH:6]4[CH2:5][CH2:4][CH:3]5[CH2:8][CH:7]4[C:2]5([CH3:1])[CH3:33])[CH2:32][CH2:31]3)[N:18]([C:19]3[CH:20]=[CH:21][CH:22]=[CH:23][CH:24]=3)[CH2:17]2)[CH3:29])([OH:46])[CH2:43][CH2:42]1)=[O:40])([CH3:37])([CH3:36])[CH3:35]. The yield is 0.898.